From a dataset of Experimentally validated miRNA-target interactions with 360,000+ pairs, plus equal number of negative samples. Binary Classification. Given a miRNA mature sequence and a target amino acid sequence, predict their likelihood of interaction. (1) Result: 0 (no interaction). The protein sequence of the target gene is MPAKGKKGKGQGKSHGKKQKKPEVDILSPAAMLNLYYIAHNVADCLHLRGFHWPGAPKGKKGRSK. The miRNA is hsa-miR-521 with sequence AACGCACUUCCCUUUAGAGUGU. (2) The miRNA is hsa-miR-4740-5p with sequence AGGACUGAUCCUCUCGGGCAGG. The protein sequence of the target gene is MDASALERDAVQFARLAVQRDHEGRYSEAVFYYKEAAQALIYAEMAGSSLERIQEKINEYLERVQALHSAVQSKSTDPLKSKHQLDLERAHFLVTQAFDEDEKGNVEDAIELYTEAVELCLKTSSETADKTLQNKLKQLARQALDRAEALSEPLTKPFCKLKSANMKTKTPPVRTHFPLGPNPFVEKPQAFISPQSCDAQGQKYTAEEIEVLRTTSKINGVEYVPFMSVDLRERFAYPMPFCDRLGKLPLSPKQKTTFSKWVRPEDLTNNPTMIYTVSSFSIKQTIVSDCSFVASLAISA.... Result: 0 (no interaction). (3) The miRNA is hsa-miR-324-3p with sequence CCCACUGCCCCAGGUGCUGCUGG. The protein sequence of the target gene is MPITRMRMRPWLEMQINSNQIPGLIWINKEEMIFQIPWKHAAKHGWDINKDACLFRSWAIHTGRYKAGEKEPDPKTWKANFRCAMNSLPDIEEVKDQSRNKGSSAVRVYRMLPPLTRNQRKERKSKSSRDTKSKTKRKLCGDVSPDTFSDGLSSSTLPDDHSSYTTQGYLGQDLDMERDITPALSPCVVSSSLSEWHMQMDIIPDSTTDLYNLQVSPMPSTSEAATDEDEEGKIAEDLMKLFEQSEWQPTHIDGKGYLLNEPGTQLSSVYGDFSCKEEPEIDSPRGDIGIGIQHVFTEMK.... Result: 0 (no interaction).